This data is from Catalyst prediction with 721,799 reactions and 888 catalyst types from USPTO. The task is: Predict which catalyst facilitates the given reaction. Reactant: [Cl:1][C:2]1[CH:7]=[CH:6][C:5]([C:8](=[O:10])[CH3:9])=[C:4]([OH:11])[CH:3]=1.[C:12](OCC)(=O)[C:13]([O:15][CH2:16][CH3:17])=[O:14].[O-]CC.[Na+]. The catalyst class is: 14. Product: [Cl:1][C:2]1[CH:3]=[C:4]2[C:5]([C:8](=[O:10])[CH:9]=[C:12]([C:13]([O:15][CH2:16][CH3:17])=[O:14])[O:11]2)=[CH:6][CH:7]=1.